Dataset: Full USPTO retrosynthesis dataset with 1.9M reactions from patents (1976-2016). Task: Predict the reactants needed to synthesize the given product. (1) The reactants are: [NH2:1][C:2]1[CH:3]=[C:4]([CH:10]=[CH:11][C:12]=1[N:13]1[CH:17]=[CH:16][CH:15]=[CH:14]1)[C:5]([O:7][CH2:8][CH3:9])=[O:6].Cl[C:19](Cl)([O:21]C(=O)OC(Cl)(Cl)Cl)Cl.O. Given the product [O:21]=[C:19]1[NH:1][C:2]2[C:12](=[CH:11][CH:10]=[C:4]([C:5]([O:7][CH2:8][CH3:9])=[O:6])[CH:3]=2)[N:13]2[CH:17]=[CH:16][CH:15]=[C:14]12, predict the reactants needed to synthesize it. (2) Given the product [CH:6]([P:1]1[N:19]([C:14]2[CH:15]=[CH:16][CH:17]=[CH:18][N:13]=2)[CH2:20][CH2:21][O:2]1)([CH3:8])[CH3:7], predict the reactants needed to synthesize it. The reactants are: [P:1](Cl)(Cl)(Cl)=[O:2].[CH:6](NC(C)C)([CH3:8])[CH3:7].[N:13]1[CH:18]=[CH:17][CH:16]=[CH:15][C:14]=1[NH:19][CH2:20][CH2:21]O.N1C=NN=N1. (3) Given the product [CH2:1]([O:3][C:4]([CH:6]1[CH2:8][CH:7]1[C:9]1[CH:10]=[C:11]([F:24])[C:12]([OH:16])=[C:13]([F:15])[CH:14]=1)=[O:5])[CH3:2], predict the reactants needed to synthesize it. The reactants are: [CH2:1]([O:3][C:4]([CH:6]1[CH2:8][CH:7]1[C:9]1[CH:14]=[C:13]([F:15])[C:12]([O:16]CC2C=CC=CC=2)=[C:11]([F:24])[CH:10]=1)=[O:5])[CH3:2].